Dataset: Forward reaction prediction with 1.9M reactions from USPTO patents (1976-2016). Task: Predict the product of the given reaction. (1) Given the reactants Br[C:2]1[CH:7]=[CH:6][C:5]([NH:8][C:9]2[N:14]=[C:13]([NH:15][CH3:16])[C:12]([C:17]([F:20])([F:19])[F:18])=[CH:11][N:10]=2)=[C:4]([O:21][CH3:22])[CH:3]=1.[CH3:23][N:24]1[C:28]([Sn](CCCC)(CCCC)CCCC)=[CH:27][N:26]=[CH:25]1, predict the reaction product. The product is: [CH3:22][O:21][C:4]1[CH:3]=[C:2]([C:28]2[N:24]([CH3:23])[CH:25]=[N:26][CH:27]=2)[CH:7]=[CH:6][C:5]=1[NH:8][C:9]1[N:14]=[C:13]([NH:15][CH3:16])[C:12]([C:17]([F:20])([F:19])[F:18])=[CH:11][N:10]=1. (2) Given the reactants [C-:1]#[N:2].[K+].Br[CH2:5][C:6]1[CH:11]=[C:10]([CH3:12])[CH:9]=[C:8]([Cl:13])[CH:7]=1.CCOCC, predict the reaction product. The product is: [Cl:13][C:8]1[CH:7]=[C:6]([CH2:5][C:1]#[N:2])[CH:11]=[C:10]([CH3:12])[CH:9]=1. (3) Given the reactants [Br:1][C:2]1[CH:7]=[CH:6][C:5](F)=[C:4]([N+:9]([O-:11])=[O:10])[CH:3]=1.[N:12]1([C:18](=[O:20])[CH3:19])[CH2:17][CH2:16][NH:15][CH2:14][CH2:13]1.C(=O)([O-])[O-].[Cs+].[Cs+], predict the reaction product. The product is: [Br:1][C:2]1[CH:7]=[CH:6][C:5]([N:15]2[CH2:16][CH2:17][N:12]([C:18](=[O:20])[CH3:19])[CH2:13][CH2:14]2)=[C:4]([N+:9]([O-:11])=[O:10])[CH:3]=1. (4) Given the reactants [NH2:1][C@H:2]([CH3:24])[C@H:3]([NH:8][C:9](=[O:23])[C:10]1[CH:15]=[CH:14][C:13]([C:16]#[C:17][C:18]#[C:19][C@@H:20]([OH:22])[CH3:21])=[CH:12][CH:11]=1)[C:4](OC)=[O:5].[NH2:25][OH:26], predict the reaction product. The product is: [NH2:1][C@H:2]([CH3:24])[C@H:3]([NH:8][C:9](=[O:23])[C:10]1[CH:15]=[CH:14][C:13]([C:16]#[C:17][C:18]#[C:19][C@@H:20]([OH:22])[CH3:21])=[CH:12][CH:11]=1)[C:4]([NH:25][OH:26])=[O:5]. (5) Given the reactants [Cl:1][C:2]1[CH:7]=[CH:6][C:5]([NH:8][C:9]([CH2:11][C@@H:12]([C:18]2[C:22]([CH:23]3[CH2:25][CH2:24]3)=[C:21]([C:26]3[CH:30]=[C:29]([C:31]([F:37])([F:36])[C:32]([CH3:35])([CH3:34])[CH3:33])[O:28][N:27]=3)[O:20][N:19]=2)[CH2:13][CH2:14][C:15]([OH:17])=[O:16])=[O:10])=[C:4]([F:38])[CH:3]=1.[OH-].[Na+:40], predict the reaction product. The product is: [Cl:1][C:2]1[CH:7]=[CH:6][C:5]([NH:8][C:9]([CH2:11][C@@H:12]([C:18]2[C:22]([CH:23]3[CH2:24][CH2:25]3)=[C:21]([C:26]3[CH:30]=[C:29]([C:31]([F:37])([F:36])[C:32]([CH3:33])([CH3:34])[CH3:35])[O:28][N:27]=3)[O:20][N:19]=2)[CH2:13][CH2:14][C:15]([O-:17])=[O:16])=[O:10])=[C:4]([F:38])[CH:3]=1.[Na+:40]. (6) Given the reactants [Cl:1][C:2]1[CH:11]=[C:10]2[C:5]([NH:6][C:7](=O)[C:8]3[N:9]2[N:12]=[CH:13][N:14]=3)=[CH:4][CH:3]=1.ClC1C=C2C(NC(=O)C3N2N=C(C)N=3)=CC=1.[CH3:32][N:33]1[CH2:38][CH2:37][NH:36][CH2:35][CH2:34]1.N1CCNCC1, predict the reaction product. The product is: [Cl:1][C:2]1[CH:11]=[C:10]2[C:5]([N:6]=[C:7]([N:36]3[CH2:37][CH2:38][N:33]([CH3:32])[CH2:34][CH2:35]3)[C:8]3[N:9]2[N:12]=[CH:13][N:14]=3)=[CH:4][CH:3]=1. (7) Given the reactants [CH3:1][CH2:2][CH:3]=[CH:4][CH2:5][CH3:6].[CH3:7][CH2:8]/[CH:9]=[CH:10]\[CH2:11][CH3:12].CC/C=C/CC, predict the reaction product. The product is: [CH3:1][CH2:2][CH:3]=[CH:4][CH2:5][CH3:6].[CH2:7]=[CH:8][CH2:9][CH2:10][CH2:11][CH3:12]. (8) Given the reactants [CH2:1]([NH:3][C:4]([NH:6][C:7]1[CH:12]=[CH:11][C:10]([C:13]2[N:14]=[C:15]([N:23]3[CH2:28][CH2:27][O:26][CH2:25][C@@H:24]3[CH3:29])[C:16]3[CH2:22][CH2:21][NH:20][CH2:19][C:17]=3[N:18]=2)=[CH:9][CH:8]=1)=[O:5])[CH3:2].[N:30]1[CH:35]=[CH:34][CH:33]=[C:32]([CH2:36]N2CCC(=O)CC2)[CH:31]=1.C(O[BH-](OC(=O)C)OC(=O)C)(=O)C.[Na+], predict the reaction product. The product is: [CH2:1]([NH:3][C:4]([NH:6][C:7]1[CH:8]=[CH:9][C:10]([C:13]2[N:14]=[C:15]([N:23]3[CH2:28][CH2:27][O:26][CH2:25][C@@H:24]3[CH3:29])[C:16]3[CH2:22][CH2:21][N:20]([CH2:36][C:32]4[CH:31]=[N:30][CH:35]=[CH:34][CH:33]=4)[CH2:19][C:17]=3[N:18]=2)=[CH:11][CH:12]=1)=[O:5])[CH3:2].